From a dataset of Forward reaction prediction with 1.9M reactions from USPTO patents (1976-2016). Predict the product of the given reaction. (1) Given the reactants [F:1][C:2]1[CH:3]=[C:4]([C:9]2[C:10]3[N:11]([N:15]=[C:16]([NH2:18])[N:17]=3)[CH:12]=[CH:13][CH:14]=2)[CH:5]=[CH:6][C:7]=1[F:8].[CH3:19][C:20]1[N:24]=[C:23]([N:25]2[CH2:30][CH2:29][C:28](=O)[CH2:27][CH2:26]2)[S:22][N:21]=1, predict the reaction product. The product is: [F:1][C:2]1[CH:3]=[C:4]([C:9]2[C:10]3[N:11]([N:15]=[C:16]([NH:18][CH:28]4[CH2:27][CH2:26][N:25]([C:23]5[S:22][N:21]=[C:20]([CH3:19])[N:24]=5)[CH2:30][CH2:29]4)[N:17]=3)[CH:12]=[CH:13][CH:14]=2)[CH:5]=[CH:6][C:7]=1[F:8]. (2) Given the reactants [Na].[CH3:2][O:3][CH:4]([O:12]C)[C:5]([C:8](OC)=O)=[CH:6]O.S(O)(O)(=O)=O.[CH3:19][S:20][C:21](=[NH:23])[NH2:22], predict the reaction product. The product is: [CH3:19][S:20][C:21]1[N:23]=[CH:8][C:5]([C:4]([O:3][CH3:2])=[O:12])=[CH:6][N:22]=1. (3) Given the reactants Br[C:2]1[CH:3]=[C:4]([CH:25]=[CH:26][N:27]=1)[C:5]([NH:7][C:8]1[S:9][C:10]2[C:16]([N:17]3[CH2:22][CH2:21][O:20][CH2:19][CH2:18]3)=[CH:15][CH:14]=[C:13]([O:23][CH3:24])[C:11]=2[N:12]=1)=[O:6].C(=O)([O-])[O-].[Cs+].[Cs+].[CH3:34][NH:35][CH2:36][CH2:37][N:38]1[CH2:43][CH2:42][CH2:41][CH2:40][CH2:39]1, predict the reaction product. The product is: [CH3:24][O:23][C:13]1[C:11]2[N:12]=[C:8]([NH:7][C:5](=[O:6])[C:4]3[CH:25]=[CH:26][N:27]=[C:2]([N:35]([CH3:34])[CH2:36][CH2:37][N:38]4[CH2:43][CH2:42][CH2:41][CH2:40][CH2:39]4)[CH:3]=3)[S:9][C:10]=2[C:16]([N:17]2[CH2:22][CH2:21][O:20][CH2:19][CH2:18]2)=[CH:15][CH:14]=1. (4) Given the reactants [C:1]([C:3]1[CH:12]=[CH:11][CH:10]=[C:9]2[C:4]=1[CH:5]=[C:6]([C:14]1[CH:30]=[CH:29][C:17]([C:18]([N:20]([CH2:25][CH2:26][O:27]C)[CH2:21][CH2:22][O:23]C)=[O:19])=[CH:16][CH:15]=1)[NH:7][C:8]2=[O:13])#[N:2].B(Br)(Br)Br, predict the reaction product. The product is: [C:1]([C:3]1[CH:12]=[CH:11][CH:10]=[C:9]2[C:4]=1[CH:5]=[C:6]([C:14]1[CH:30]=[CH:29][C:17]([C:18]([N:20]([CH2:21][CH2:22][OH:23])[CH2:25][CH2:26][OH:27])=[O:19])=[CH:16][CH:15]=1)[NH:7][C:8]2=[O:13])#[N:2].